Task: Predict the reaction yield, written as a fraction of the theoretical maximum amount of product (1.0 means a 100% yield; for example, 0.34 means a 34% yield).. Dataset: Reaction yield outcomes from USPTO patents with 853,638 reactions (1) The reactants are C(N(CC)CC)C.[Si:8]([O:15][CH2:16][C:17]#[CH:18])([C:11]([CH3:14])([CH3:13])[CH3:12])([CH3:10])[CH3:9].[C:19]([NH:27][C:28]1[CH:33]=[CH:32][CH:31]=[CH:30][C:29]=1/[CH:34]=[CH:35]/[C:36]1[C:44]2[C:39](=[CH:40][CH:41]=[C:42](I)[CH:43]=2)[NH:38][N:37]=1)(=[O:26])[C:20]1[CH:25]=[CH:24][CH:23]=[CH:22][CH:21]=1. The catalyst is Cl[Pd](Cl)([P](C1C=CC=CC=1)(C1C=CC=CC=1)C1C=CC=CC=1)[P](C1C=CC=CC=1)(C1C=CC=CC=1)C1C=CC=CC=1.O. The product is [C:19]([NH:27][C:28]1[CH:33]=[CH:32][CH:31]=[CH:30][C:29]=1/[CH:34]=[CH:35]/[C:36]1[C:44]2[C:39](=[CH:40][CH:41]=[C:42]([C:18]#[C:17][CH2:16][O:15][Si:8]([C:11]([CH3:12])([CH3:13])[CH3:14])([CH3:9])[CH3:10])[CH:43]=2)[NH:38][N:37]=1)(=[O:26])[C:20]1[CH:25]=[CH:24][CH:23]=[CH:22][CH:21]=1. The yield is 0.410. (2) The reactants are C([O:8][C@@H:9]1[C@@H:47]([O:48]CC2C=CC=CC=2)[C@H:46]([O:56][C@@H:57]2[O:86][C@H:85]([CH2:87][F:88])[C@@H:76]([O:77]CC3C=CC=CC=3)[C@H:67]([O:68]CC3C=CC=CC=3)[C@H:58]2[O:59]CC2C=CC=CC=2)[C@@H:45]([CH2:89][O:90]CC2C=CC=CC=2)[O:44][C@@H:10]1[O:11][C@H:12]1[C@H:16]([O:17]CC2C=CC=CC=2)[CH2:15][N:14](C(OCC2C=CC=CC=2)=O)[C@@H:13]1[CH2:35][O:36]CC1C=CC=CC=1)C1C=CC=CC=1.Cl. The catalyst is CO.[OH-].[Pd+2].[OH-].[C]. The product is [F:88][CH2:87][C@H:85]1[O:86][C@@H:57]([O:56][C@@H:46]2[C@@H:45]([CH2:89][OH:90])[O:44][C@H:10]([O:11][C@H:12]3[C@H:16]([OH:17])[CH2:15][NH:14][C@@H:13]3[CH2:35][OH:36])[C@H:9]([OH:8])[C@H:47]2[OH:48])[C@H:58]([OH:59])[C@@H:67]([OH:68])[C@@H:76]1[OH:77]. The yield is 0.520. (3) The reactants are [ClH:1].[C:2]([C:5]1[CH:10]=[CH:9][C:8]([CH2:11][CH2:12][C:13]2[N:36]([CH3:37])[C:16]3=[N:17][CH:18]=[C:19]([C:21]([N:23]4[C:31]5[C:26](=[CH:27][CH:28]=[CH:29][CH:30]=5)[CH2:25][CH:24]4[C:32]([O:34]C)=[O:33])=[O:22])[CH:20]=[C:15]3[N:14]=2)=[CH:7][CH:6]=1)(=[NH:4])[NH2:3].[OH-].[Na+].C(OCC)(=O)C.C(O)C.N. No catalyst specified. The product is [ClH:1].[C:2]([C:5]1[CH:6]=[CH:7][C:8]([CH2:11][CH2:12][C:13]2[N:36]([CH3:37])[C:16]3=[N:17][CH:18]=[C:19]([C:21]([N:23]4[C:31]5[C:26](=[CH:27][CH:28]=[CH:29][CH:30]=5)[CH2:25][CH:24]4[C:32]([OH:34])=[O:33])=[O:22])[CH:20]=[C:15]3[N:14]=2)=[CH:9][CH:10]=1)(=[NH:3])[NH2:4]. The yield is 0.900. (4) The reactants are I[C:2]1[S:6][C:5]2[CH:7]=[C:8]3[C:13](=[CH:14][C:4]=2[CH:3]=1)[CH:12]=[CH:11][CH:10]=[CH:9]3.C([O-])([O-])=O.[Cs+].[Cs+]. The catalyst is CN(C=O)C.C1C=CC([P]([Pd]([P](C2C=CC=CC=2)(C2C=CC=CC=2)C2C=CC=CC=2)([P](C2C=CC=CC=2)(C2C=CC=CC=2)C2C=CC=CC=2)[P](C2C=CC=CC=2)(C2C=CC=CC=2)C2C=CC=CC=2)(C2C=CC=CC=2)C2C=CC=CC=2)=CC=1. The product is [C:4]1([CH:3]=[CH:2][C:2]2[S:6][C:5]3[CH:7]=[C:8]4[C:13](=[CH:14][C:4]=3[CH:3]=2)[CH:12]=[CH:11][CH:10]=[CH:9]4)[CH:14]=[CH:13][CH:8]=[CH:7][CH:5]=1. The yield is 0.500. (5) The catalyst is CO. The yield is 0.864. The reactants are C(OC([N:8]1[C:12]([CH:13]([CH3:15])[CH3:14])=[CH:11][C:10]([C:16]2[CH:21]=[CH:20][CH:19]=[CH:18][CH:17]=2)=[C:9]1[CH2:22][CH2:23][CH2:24][OH:25])=O)(C)(C)C.C[O-].[Na+]. The product is [CH:13]([C:12]1[NH:8][C:9]([CH2:22][CH2:23][CH2:24][OH:25])=[C:10]([C:16]2[CH:17]=[CH:18][CH:19]=[CH:20][CH:21]=2)[CH:11]=1)([CH3:15])[CH3:14]. (6) The reactants are [CH2:1]([O:8][C:9]([N:11]1[CH2:16][CH2:15][CH:14]([CH:17]([C:19]2[N:23]3[N:24]=[CH:25][CH:26]=[CH:27][C:22]3=[C:21]([C:28]([O:30]CC)=[O:29])[C:20]=2[CH3:33])[CH3:18])[CH2:13][CH2:12]1)=[O:10])[C:2]1[CH:7]=[CH:6][CH:5]=[CH:4][CH:3]=1.O.O.[OH-].[Li+]. The catalyst is CO.C1COCC1. The product is [CH2:1]([O:8][C:9]([N:11]1[CH2:12][CH2:13][CH:14]([CH:17]([C:19]2[N:23]3[N:24]=[CH:25][CH:26]=[CH:27][C:22]3=[C:21]([C:28]([OH:30])=[O:29])[C:20]=2[CH3:33])[CH3:18])[CH2:15][CH2:16]1)=[O:10])[C:2]1[CH:7]=[CH:6][CH:5]=[CH:4][CH:3]=1. The yield is 0.920.